From a dataset of Catalyst prediction with 721,799 reactions and 888 catalyst types from USPTO. Predict which catalyst facilitates the given reaction. (1) Reactant: [C:1]1([C:7]2[CH:8]=[C:9]([C:22]([NH2:24])=[O:23])[C:10]3[CH:11]=[N:12][N:13]([CH:16]4[CH2:21][CH2:20][NH:19][CH2:18][CH2:17]4)[C:14]=3[CH:15]=2)[CH:6]=[CH:5][CH:4]=[CH:3][CH:2]=1.C(N(CC)CC)C.[F:32][C:33]1[CH:38]=[CH:37][C:36]([S:39](Cl)(=[O:41])=[O:40])=[CH:35][CH:34]=1. Product: [F:32][C:33]1[CH:38]=[CH:37][C:36]([S:39]([N:19]2[CH2:20][CH2:21][CH:16]([N:13]3[C:14]4[CH:15]=[C:7]([C:1]5[CH:2]=[CH:3][CH:4]=[CH:5][CH:6]=5)[CH:8]=[C:9]([C:22]([NH2:24])=[O:23])[C:10]=4[CH:11]=[N:12]3)[CH2:17][CH2:18]2)(=[O:41])=[O:40])=[CH:35][CH:34]=1. The catalyst class is: 239. (2) Reactant: [C:1]([CH2:4][C:5]1[CH:10]=[CH:9][C:8]([CH2:11][C:12](O)=[O:13])=[CH:7][CH:6]=1)(O)=[O:2].CSC.B. Product: [OH:2][CH2:1][CH2:4][C:5]1[CH:10]=[CH:9][C:8]([CH2:11][CH2:12][OH:13])=[CH:7][CH:6]=1. The catalyst class is: 1.